This data is from Reaction yield outcomes from USPTO patents with 853,638 reactions. The task is: Predict the reaction yield, written as a fraction of the theoretical maximum amount of product (1.0 means a 100% yield; for example, 0.34 means a 34% yield). (1) The product is [CH2:1]([S:4][C:5]1[C:10]([F:11])=[CH:9][N:8]([C:15]2[CH:16]=[CH:17][S:13][CH:14]=2)[C:7](=[O:12])[N:6]=1)[CH:2]=[CH2:3]. The yield is 0.290. The catalyst is C(Cl)Cl.O.CC([O-])=O.CC([O-])=O.[Cu+2]. The reactants are [CH2:1]([S:4][C:5]1[C:10]([F:11])=[CH:9][NH:8][C:7](=[O:12])[N:6]=1)[CH:2]=[CH2:3].[S:13]1[CH:17]=[CH:16][C:15](B(O)O)=[CH:14]1.N1C=CC=CC=1.C(N(CC(O)=O)CC(O)=O)CN(CC(O)=O)CC(O)=O. (2) The reactants are [OH:1][CH2:2][CH2:3][N:4]([CH:22]([CH3:24])[CH3:23])[C:5]([C:7]1[S:8][C:9]2[CH2:10][CH2:11][O:12][C:13]3[CH:20]=[CH:19][C:18](Br)=[CH:17][C:14]=3[C:15]=2[N:16]=1)=[O:6].CC1(C)C(C)(C)OB([C:33]2[CH:34]=[N:35][N:36]([CH2:38][C@H:39]([OH:41])[CH3:40])[CH:37]=2)O1. No catalyst specified. The product is [OH:1][CH2:2][CH2:3][N:4]([CH:22]([CH3:24])[CH3:23])[C:5]([C:7]1[S:8][C:9]2[CH2:10][CH2:11][O:12][C:13]3[CH:20]=[CH:19][C:18]([C:33]4[CH:34]=[N:35][N:36]([CH2:38][C@H:39]([OH:41])[CH3:40])[CH:37]=4)=[CH:17][C:14]=3[C:15]=2[N:16]=1)=[O:6]. The yield is 0.100. (3) The reactants are [NH2:1][C@H:2]([C:4]1[CH:5]=[C:6]([OH:10])[CH:7]=[CH:8][CH:9]=1)[CH3:3].[CH3:11][C:12]([O:15][C:16](O[C:16]([O:15][C:12]([CH3:14])([CH3:13])[CH3:11])=[O:17])=[O:17])([CH3:14])[CH3:13].CCN(C(C)C)C(C)C. The catalyst is C(Cl)Cl. The product is [OH:10][C:6]1[CH:5]=[C:4]([C@@H:2]([NH:1][C:16](=[O:17])[O:15][C:12]([CH3:14])([CH3:13])[CH3:11])[CH3:3])[CH:9]=[CH:8][CH:7]=1. The yield is 1.10. (4) The reactants are [CH3:1][C:2]1[S:3][C:4]2[CH:10]=[CH:9][CH:8]=[CH:7][C:5]=2[N:6]=1.[I:11][CH3:12]. No catalyst specified. The product is [I-:11].[CH3:1][C:2]1[S:3][C:4]2[CH:10]=[CH:9][CH:8]=[CH:7][C:5]=2[N+:6]=1[CH3:12]. The yield is 0.823. (5) The reactants are [CH2:1]([O:3][C:4](=[O:44])[CH2:5][C:6]1[C:7]([C:12]#[C:13][C:14]2[C:19]([C:20]([F:23])([F:22])[F:21])=[CH:18][N:17]=[C:16]([NH:24][C:25]3[CH:30]=[CH:29][C:28]([CH:31]4[CH2:36][CH2:35][N:34]([C:37]([O:39][C:40]([CH3:43])([CH3:42])[CH3:41])=[O:38])[CH2:33][CH2:32]4)=[CH:27][CH:26]=3)[N:15]=2)=[N:8][CH:9]=[N:10][CH:11]=1)[CH3:2].[H][H]. The yield is 0.880. The product is [CH2:1]([O:3][C:4](=[O:44])[CH2:5][C:6]1[C:7]([CH2:12][CH2:13][C:14]2[C:19]([C:20]([F:23])([F:21])[F:22])=[CH:18][N:17]=[C:16]([NH:24][C:25]3[CH:30]=[CH:29][C:28]([CH:31]4[CH2:32][CH2:33][N:34]([C:37]([O:39][C:40]([CH3:43])([CH3:42])[CH3:41])=[O:38])[CH2:35][CH2:36]4)=[CH:27][CH:26]=3)[N:15]=2)=[N:8][CH:9]=[N:10][CH:11]=1)[CH3:2]. The catalyst is CN(C=O)C.CCOC(C)=O.[Pd]. (6) The reactants are [CH3:1][N:2]1[CH2:7][CH2:6][N:5]([C:8]2[C:13]([N+:14]([O-])=O)=[CH:12][CH:11]=[CH:10][N:9]=2)[CH2:4][CH2:3]1. The catalyst is CO.[Pd]. The product is [CH3:1][N:2]1[CH2:3][CH2:4][N:5]([C:8]2[C:13]([NH2:14])=[CH:12][CH:11]=[CH:10][N:9]=2)[CH2:6][CH2:7]1. The yield is 0.520. (7) The reactants are [C:1]([N:4]1[C@@H:8]([CH3:9])[C:7](=[O:10])OC1=O)(=[O:3])[CH3:2].[C:12]1([CH3:21])[CH:17]=[CH:16][C:15]([C@@H:18]([NH2:20])[CH3:19])=[CH:14][CH:13]=1.Cl. The catalyst is C(OCC)(=O)C. The product is [C:12]1([CH3:21])[CH:17]=[CH:16][C:15]([C@@H:18]([NH:20][C:7](=[O:10])[C@H:8]([CH3:9])[NH:4][C:1](=[O:3])[CH3:2])[CH3:19])=[CH:14][CH:13]=1. The yield is 0.570. (8) The reactants are Br[C:2]1[CH:11]=[C:10]2[C:5]([CH:6]=[C:7]([NH:12][C:13]([CH:15]3[CH2:17][CH2:16]3)=[O:14])[N:8]=[CH:9]2)=[CH:4][CH:3]=1.[CH3:18][C:19]1[CH:20]=[N:21][N:22]([CH:37]2[CH2:42][CH2:41][CH2:40][CH2:39][O:38]2)[C:23]=1[Sn](CCCC)(CCCC)CCCC.CN(C)C=O.[F-].[Cs+]. The catalyst is CC(C)([P](C(C)(C)C)([Pd][P](C(C)(C)C)(C(C)(C)C)C(C)(C)C)C(C)(C)C)C.[Cu]I. The product is [CH3:18][C:19]1[CH:20]=[N:21][N:22]([CH:37]2[CH2:42][CH2:41][CH2:40][CH2:39][O:38]2)[C:23]=1[C:2]1[CH:11]=[C:10]2[C:5]([CH:6]=[C:7]([NH:12][C:13]([CH:15]3[CH2:17][CH2:16]3)=[O:14])[N:8]=[CH:9]2)=[CH:4][CH:3]=1. The yield is 0.670.